From a dataset of Full USPTO retrosynthesis dataset with 1.9M reactions from patents (1976-2016). Predict the reactants needed to synthesize the given product. (1) Given the product [CH3:18][C:19]1([CH3:20])[C:13]2[C:14](=[CH:15][C:16]3[CH2:8][C:9](=[O:17])[CH2:10][C:11]=3[CH:12]=2)[C:23]([CH3:25])([CH3:24])[CH2:22][CH2:21]1, predict the reactants needed to synthesize it. The reactants are: [Al+3].[Cl-].[Cl-].[Cl-].C(Cl)Cl.[CH2:8]1[C:16]2[C:11](=[CH:12][CH:13]=[CH:14][CH:15]=2)[CH2:10][C:9]1=[O:17].[CH3:18][CH:19]([CH2:21][CH2:22][CH:23]([CH3:25])[CH3:24])[CH3:20]. (2) Given the product [C:20]([O:24][C:25](=[O:33])[NH:26][C:27]([CH3:32])([CH3:31])[CH2:28][CH2:29][NH:5][C:6]1[CH:11]=[CH:10][CH:9]=[CH:8][C:7]=1[C:12]([OH:19])([CH2:16][CH2:17][CH3:18])[CH2:13][CH2:14][CH3:15])([CH3:23])([CH3:22])[CH3:21], predict the reactants needed to synthesize it. The reactants are: C([BH3-])#N.[Na+].[NH2:5][C:6]1[CH:11]=[CH:10][CH:9]=[CH:8][C:7]=1[C:12]([OH:19])([CH2:16][CH2:17][CH3:18])[CH2:13][CH2:14][CH3:15].[C:20]([O:24][C:25](=[O:33])[NH:26][C:27]([CH3:32])([CH3:31])[CH2:28][CH:29]=O)([CH3:23])([CH3:22])[CH3:21]. (3) Given the product [N+:11]([C:14]1[CH:15]=[CH:16][C:17]([CH2:20][CH2:21][CH2:22][CH:23]=[O:24])=[CH:18][CH:19]=1)([O-:13])=[O:12], predict the reactants needed to synthesize it. The reactants are: C(Cl)(=O)C(Cl)=O.CS(C)=O.[N+:11]([C:14]1[CH:19]=[CH:18][C:17]([CH2:20][CH2:21][CH2:22][CH2:23][OH:24])=[CH:16][CH:15]=1)([O-:13])=[O:12].CCN(CC)CC. (4) Given the product [C:1]([NH:4][C:5]1[CH:12]=[CH:11][CH:10]=[CH:9][C:6]=1[CH:7]=[O:8])(=[O:3])[CH3:2], predict the reactants needed to synthesize it. The reactants are: [C:1]([NH:4][C:5]1[CH:12]=[CH:11][CH:10]=[CH:9][C:6]=1[CH2:7][OH:8])(=[O:3])[CH3:2].